Dataset: Forward reaction prediction with 1.9M reactions from USPTO patents (1976-2016). Task: Predict the product of the given reaction. (1) The product is: [CH2:13]([NH:20][C:21](=[O:42])[CH2:22][C:23]1[CH:24]=[C:25]2[C:30](=[CH:31][CH:32]=1)[O:29][C:28]([CH3:34])([CH3:33])[CH:27]([OH:35])[CH:26]2[N:36]([S:9]([C:6]1[CH:7]=[CH:8][C:3]([CH2:1][CH3:2])=[CH:4][CH:5]=1)(=[O:11])=[O:10])[CH2:37][C:38]([CH3:41])([CH3:40])[CH3:39])[C:14]1[CH:19]=[CH:18][CH:17]=[CH:16][CH:15]=1. Given the reactants [CH2:1]([C:3]1[CH:8]=[CH:7][C:6]([S:9](Cl)(=[O:11])=[O:10])=[CH:5][CH:4]=1)[CH3:2].[CH2:13]([NH:20][C:21](=[O:42])[CH2:22][C:23]1[CH:24]=[C:25]2[C:30](=[CH:31][CH:32]=1)[O:29][C:28]([CH3:34])([CH3:33])[CH:27]([OH:35])[CH:26]2[NH:36][CH2:37][C:38]([CH3:41])([CH3:40])[CH3:39])[C:14]1[CH:19]=[CH:18][CH:17]=[CH:16][CH:15]=1.C(N(CC)CC)C.O, predict the reaction product. (2) Given the reactants [CH3:1][C:2]1[CH:16]=[CH:15][C:5]([C:6]([NH:8][C:9]2[N:13]([CH3:14])[N:12]=[CH:11][CH:10]=2)=[O:7])=[CH:4][C:3]=1B1OC(C)(C)C(C)(C)O1.Cl[C:27]1[CH:28]=[C:29]2[C:34](=[CH:35][CH:36]=1)[C:33]([C:37]1([C:40]([F:43])([F:42])[F:41])[CH2:39][CH2:38]1)=[N:32][N:31]=[CH:30]2, predict the reaction product. The product is: [CH3:1][C:2]1[CH:16]=[CH:15][C:5]([C:6]([NH:8][C:9]2[N:13]([CH3:14])[N:12]=[CH:11][CH:10]=2)=[O:7])=[CH:4][C:3]=1[C:27]1[CH:28]=[C:29]2[C:34](=[CH:35][CH:36]=1)[C:33]([C:37]1([C:40]([F:43])([F:42])[F:41])[CH2:39][CH2:38]1)=[N:32][N:31]=[CH:30]2.